This data is from Full USPTO retrosynthesis dataset with 1.9M reactions from patents (1976-2016). The task is: Predict the reactants needed to synthesize the given product. (1) Given the product [CH2:23]([CH:30]1[C:39]2[C:34](=[CH:35][C:36]([F:40])=[CH:37][CH:38]=2)[CH2:33][CH2:32][CH:31]1[NH:41][C:8]([NH:9][C:10]1[CH:19]=[CH:18][CH:17]=[C:16]2[C:11]=1[CH:12]=[CH:13][N:14]=[C:15]2[Cl:20])=[O:21])[C:24]1[CH:25]=[CH:26][CH:27]=[CH:28][CH:29]=1, predict the reactants needed to synthesize it. The reactants are: C1(O[C:8](=[O:21])[NH:9][C:10]2[CH:19]=[CH:18][CH:17]=[C:16]3[C:11]=2[CH:12]=[CH:13][N:14]=[C:15]3[Cl:20])C=CC=CC=1.Cl.[CH2:23]([CH:30]1[C:39]2[C:34](=[CH:35][C:36]([F:40])=[CH:37][CH:38]=2)[CH2:33][CH2:32][CH:31]1[NH2:41])[C:24]1[CH:29]=[CH:28][CH:27]=[CH:26][CH:25]=1.C(=O)(O)[O-].[Na+]. (2) Given the product [Se:3]1[CH:4]=[CH:5][CH:6]=[C:2]1[C:2]1[Se:3][CH:4]=[CH:5][C:6]=1[C:2]1[Se:3][CH:4]=[CH:5][C:6]=1[C:2]1[Se:3][CH:4]=[CH:5][CH:6]=1, predict the reactants needed to synthesize it. The reactants are: Br[C:2]1[Se:3][CH:4]=[CH:5][CH:6]=1.[Mg]. (3) Given the product [CH2:27]([O:29][C:30]1[CH:35]=[C:34]([C:5]2[C:6]([O:9][CH3:10])=[CH:7][CH:8]=[C:3]([CH:2]=[C:11]3[C:19]4[C:14](=[CH:15][CH:16]=[CH:17][CH:18]=4)[NH:13][C:12]3=[O:20])[CH:4]=2)[CH:33]=[CH:32][CH:31]=1)[CH3:28], predict the reactants needed to synthesize it. The reactants are: Br[C:2](=[C:11]1[C:19]2[C:14](=[CH:15][CH:16]=[CH:17][CH:18]=2)[NH:13][C:12]1=[O:20])[C:3]1[CH:8]=[CH:7][C:6]([O:9][CH3:10])=[CH:5][CH:4]=1.C(=O)([O-])[O-].[Na+].[Na+].[CH2:27]([O:29][C:30]1[CH:31]=[C:32](B(O)O)[CH:33]=[CH:34][CH:35]=1)[CH3:28].O. (4) Given the product [F:1][C:2]1[CH:3]=[CH:4][C:5]([N:8]2[C:11](=[O:12])[C@H:10]([S:13][CH2:14][CH:15]([C:17]3[CH:22]=[CH:21][C:20]([F:23])=[CH:19][CH:18]=3)[OH:16])[C@H:9]2[C:24]2[CH:46]=[CH:45][C:27]([O:28][CH2:29][C:30]([NH:32][CH2:33][C:34]([NH:36][C@H:37]([C:42]([OH:44])=[O:43])[CH2:38][C:39](=[O:41])[NH2:40])=[O:35])=[O:31])=[CH:26][CH:25]=2)=[CH:6][CH:7]=1, predict the reactants needed to synthesize it. The reactants are: [F:1][C:2]1[CH:7]=[CH:6][C:5]([N:8]2[C:11](=[O:12])[C@H:10]([S:13][CH2:14][C:15]([C:17]3[CH:22]=[CH:21][C:20]([F:23])=[CH:19][CH:18]=3)=[O:16])[C@H:9]2[C:24]2[CH:46]=[CH:45][C:27]([O:28][CH2:29][C:30]([NH:32][CH2:33][C:34]([NH:36][C@H:37]([C:42]([OH:44])=[O:43])[CH2:38][C:39](=[O:41])[NH2:40])=[O:35])=[O:31])=[CH:26][CH:25]=2)=[CH:4][CH:3]=1.[BH4-].[Na+]. (5) Given the product [CH3:26][C:27]1[CH:28]=[CH:29][C:30]([C:2]2[CH:3]=[C:4]([CH:12]=[C:13]([C:15]([OH:24])([C:16]([F:17])([F:18])[F:19])[C:20]([F:23])([F:21])[F:22])[CH:14]=2)[C:5]([O:7][C:8]([CH3:9])([CH3:10])[CH3:11])=[O:6])=[N:31][CH:32]=1, predict the reactants needed to synthesize it. The reactants are: Br[C:2]1[CH:3]=[C:4]([CH:12]=[C:13]([C:15]([OH:24])([C:20]([F:23])([F:22])[F:21])[C:16]([F:19])([F:18])[F:17])[CH:14]=1)[C:5]([O:7][C:8]([CH3:11])([CH3:10])[CH3:9])=[O:6].[Br-].[CH3:26][C:27]1[CH:28]=[CH:29][C:30]([Zn+])=[N:31][CH:32]=1. (6) Given the product [C:2]([C:5]1[CH:30]=[C:29]([C:28]([NH2:22])=[NH:35])[O:9][N:8]=1)([CH3:4])([CH3:3])[CH3:1], predict the reactants needed to synthesize it. The reactants are: [CH3:1][C:2]([CH:5]=O)([CH3:4])[CH3:3].Cl.[NH2:8][OH:9].[OH-].[Na+].CC1C=CC(S([N-:22]Cl)(=O)=O)=CC=1.O.O.O.[Na+].[C:28](OC)(=O)[C:29]#[CH:30].[OH-].[NH4+:35]. (7) Given the product [F:1][C:2]([F:18])([F:17])[C:3]1[CH:4]=[C:5]([NH:9][C:10]2[N:15]=[CH:14][C:13]([NH:30][C:29]3[CH:31]=[CH:32][CH:33]=[C:27]([O:26][CH2:19][C:20]4[CH:25]=[CH:24][CH:23]=[CH:22][CH:21]=4)[CH:28]=3)=[CH:12][N:11]=2)[CH:6]=[CH:7][CH:8]=1, predict the reactants needed to synthesize it. The reactants are: [F:1][C:2]([F:18])([F:17])[C:3]1[CH:4]=[C:5]([NH:9][C:10]2[N:15]=[CH:14][C:13](Br)=[CH:12][N:11]=2)[CH:6]=[CH:7][CH:8]=1.[CH2:19]([O:26][C:27]1[CH:28]=[C:29]([CH:31]=[CH:32][CH:33]=1)[NH2:30])[C:20]1[CH:25]=[CH:24][CH:23]=[CH:22][CH:21]=1.C1(P(C2C=CC=CC=2)C2C3OC4C(=CC=CC=4P(C4C=CC=CC=4)C4C=CC=CC=4)C(C)(C)C=3C=CC=2)C=CC=CC=1.C(=O)([O-])[O-].[Cs+].[Cs+].